Predict which catalyst facilitates the given reaction. From a dataset of Catalyst prediction with 721,799 reactions and 888 catalyst types from USPTO. (1) Reactant: [CH2:1]([O:8][C:9]1[CH:14]=[CH:13][C:12]([OH:15])=[C:11]([CH2:16][CH:17]2[CH2:22][CH2:21][CH2:20][CH2:19][CH2:18]2)[CH:10]=1)[C:2]1[CH:7]=[CH:6][CH:5]=[CH:4][CH:3]=1.Br[CH2:24][C:25]([O:27][CH2:28][CH3:29])=[O:26].C(=O)([O-])[O-].[Cs+].[Cs+]. Product: [CH2:28]([O:27][C:25](=[O:26])[CH2:24][O:15][C:12]1[CH:13]=[CH:14][C:9]([O:8][CH2:1][C:2]2[CH:3]=[CH:4][CH:5]=[CH:6][CH:7]=2)=[CH:10][C:11]=1[CH2:16][CH:17]1[CH2:22][CH2:21][CH2:20][CH2:19][CH2:18]1)[CH3:29]. The catalyst class is: 3. (2) Reactant: C(=O)([O-])[O-].[K+].[K+].Br[CH2:8][CH2:9][OH:10].[F:11][C:12]([F:50])([F:49])[C:13]1[CH:14]=[C:15]([CH:42]=[C:43]([C:45]([F:48])([F:47])[F:46])[CH:44]=1)[CH2:16][N:17]([C:37]1[NH:41][N:40]=[N:39][N:38]=1)[C@H:18]1[CH2:24][CH2:23][CH2:22][N:21]([C:25]([O:27][CH:28]([CH3:30])[CH3:29])=[O:26])[C:20]2[C:31]([CH3:36])=[C:32]([CH3:35])[CH:33]=[CH:34][C:19]1=2.O. Product: [F:46][C:45]([F:48])([F:47])[C:43]1[CH:42]=[C:15]([CH:14]=[C:13]([C:12]([F:49])([F:11])[F:50])[CH:44]=1)[CH2:16][N:17]([C:37]1[N:38]=[N:39][N:40]([CH2:8][CH2:9][OH:10])[N:41]=1)[C@H:18]1[CH2:24][CH2:23][CH2:22][N:21]([C:25]([O:27][CH:28]([CH3:30])[CH3:29])=[O:26])[C:20]2[C:31]([CH3:36])=[C:32]([CH3:35])[CH:33]=[CH:34][C:19]1=2. The catalyst class is: 39. (3) Reactant: [CH:1]12[CH2:7][CH:4]([CH:5]=[CH:6]1)[C:3](=[O:8])[NH:2]2.[CH3:9][C:10]([O:13][C:14](O[C:14]([O:13][C:10]([CH3:12])([CH3:11])[CH3:9])=[O:15])=[O:15])([CH3:12])[CH3:11]. Product: [O:8]=[C:3]1[CH:4]2[CH2:7][CH:1]([CH:6]=[CH:5]2)[N:2]1[C:14]([O:13][C:10]([CH3:12])([CH3:11])[CH3:9])=[O:15]. The catalyst class is: 537. (4) Reactant: [Cl:1][C:2]1[CH:3]=[C:4]([CH:11]=[C:12]([Cl:14])[N:13]=1)[C:5](N(OC)C)=[O:6].[CH3:15][Li]. Product: [Cl:1][C:2]1[CH:3]=[C:4]([C:5](=[O:6])[CH3:15])[CH:11]=[C:12]([Cl:14])[N:13]=1. The catalyst class is: 27. (5) Reactant: [CH3:1][O:2][C:3]1[CH:8]=[CH:7][C:6]([C:9]2([C:12]([OH:14])=O)[CH2:11][CH2:10]2)=[CH:5][CH:4]=1.[C:15]1([C:21]2[N:22]=[C:23]([NH2:26])[S:24][CH:25]=2)[CH:20]=[CH:19][CH:18]=[CH:17][CH:16]=1.C(N(CC)CC)C.F[P-](F)(F)(F)(F)F.N1(O[P+](N(C)C)(N(C)C)N(C)C)C2C=CC=CC=2N=N1. Product: [C:15]1([C:21]2[N:22]=[C:23]([NH:26][C:12]([C:9]3([C:6]4[CH:5]=[CH:4][C:3]([O:2][CH3:1])=[CH:8][CH:7]=4)[CH2:10][CH2:11]3)=[O:14])[S:24][CH:25]=2)[CH:16]=[CH:17][CH:18]=[CH:19][CH:20]=1. The catalyst class is: 10. (6) Reactant: [F:1][C:2]1[CH:7]=[C:6]([O:8][C:9]2[CH:14]=[CH:13][N:12]=[C:11]([NH:15][C:16]([N:18]3[CH2:22][CH2:21][C@H:20]([OH:23])[CH2:19]3)=[O:17])[CH:10]=2)[C:5]([F:24])=[CH:4][C:3]=1[NH:25][C:26]([C:28]1([C:31]([O:33]CC2C=CC=CC=2)=[O:32])[CH2:30][CH2:29]1)=[O:27].CO.[H][H].[CH2:45]([N:47]([CH2:50][CH3:51])[CH2:48][CH3:49])[CH3:46]. Product: [CH2:45]([N:47]([CH2:50][CH3:51])[CH2:48][CH3:49])[CH3:46].[F:1][C:2]1[CH:7]=[C:6]([O:8][C:9]2[CH:14]=[CH:13][N:12]=[C:11]([NH:15][C:16]([N:18]3[CH2:22][CH2:21][C@H:20]([OH:23])[CH2:19]3)=[O:17])[CH:10]=2)[C:5]([F:24])=[CH:4][C:3]=1[NH:25][C:26]([C:28]1([C:31]([OH:33])=[O:32])[CH2:29][CH2:30]1)=[O:27]. The catalyst class is: 312.